From a dataset of Reaction yield outcomes from USPTO patents with 853,638 reactions. Predict the reaction yield, written as a fraction of the theoretical maximum amount of product (1.0 means a 100% yield; for example, 0.34 means a 34% yield). (1) The reactants are [Br:1][C:2]1[CH:7]=[CH:6][CH:5]=[C:4]([C:8]#[CH:9])[CH:3]=1.I[C:11]1[CH:12]=[C:13]([OH:17])[CH:14]=[CH:15][CH:16]=1.C(N(CC)CC)C. The catalyst is O1CCCC1.Cl[Pd](Cl)([P](C1C=CC=CC=1)(C1C=CC=CC=1)C1C=CC=CC=1)[P](C1C=CC=CC=1)(C1C=CC=CC=1)C1C=CC=CC=1.[Cu]I. The product is [Br:1][C:2]1[CH:3]=[C:4]([C:8]#[C:9][C:11]2[CH:12]=[C:13]([OH:17])[CH:14]=[CH:15][CH:16]=2)[CH:5]=[CH:6][CH:7]=1. The yield is 0.690. (2) The reactants are Br[C:2]1[C:11]2[CH2:10][CH2:9][CH2:8][C@@H:7]([NH:12][C:13](=[O:15])[CH3:14])[C:6]=2[CH:5]=[N:4][CH:3]=1.[F:16][C:17]([F:28])([F:27])[C:18]1[CH:23]=[CH:22][C:21](B(O)O)=[CH:20][CH:19]=1. No catalyst specified. The product is [F:16][C:17]([F:28])([F:27])[C:18]1[CH:23]=[CH:22][C:21]([C:2]2[C:11]3[CH2:10][CH2:9][CH2:8][C@@H:7]([NH:12][C:13](=[O:15])[CH3:14])[C:6]=3[CH:5]=[N:4][CH:3]=2)=[CH:20][CH:19]=1. The yield is 0.870. (3) The reactants are [N:1]1([C:7]2[C:16]3[C:11](=[CH:12][CH:13]=[CH:14][CH:15]=3)[N:10]=[C:9]([C:17]3[CH:22]=[CH:21][CH:20]=[CH:19][C:18]=3[OH:23])[N:8]=2)[CH2:6][CH2:5][NH:4][CH2:3][CH2:2]1.C(N(CC)CC)C.[OH:31][C@H:32]([CH2:36][CH:37]([CH3:39])[CH3:38])[C:33](O)=[O:34].CN(C(ON1N=NC2C=CC=NC1=2)=[N+](C)C)C.F[P-](F)(F)(F)(F)F. The catalyst is C(Cl)Cl. The product is [OH:31][C@H:32]([CH2:36][CH:37]([CH3:39])[CH3:38])[C:33]([N:4]1[CH2:3][CH2:2][N:1]([C:7]2[C:16]3[C:11](=[CH:12][CH:13]=[CH:14][CH:15]=3)[N:10]=[C:9]([C:17]3[CH:22]=[CH:21][CH:20]=[CH:19][C:18]=3[OH:23])[N:8]=2)[CH2:6][CH2:5]1)=[O:34]. The yield is 0.770. (4) The reactants are Cl[C:2]1[C:6]([C:7](=[O:9])[CH3:8])=[CH:5][N:4]([CH2:10][C:11]2[CH:16]=[CH:15][C:14]([O:17][CH3:18])=[CH:13][CH:12]=2)[N:3]=1.[CH2:19]([NH2:22])[CH:20]=[CH2:21]. The catalyst is O.CCOC(C)=O. The product is [CH2:19]([NH:22][C:2]1[C:6]([C:7](=[O:9])[CH3:8])=[CH:5][N:4]([CH2:10][C:11]2[CH:16]=[CH:15][C:14]([O:17][CH3:18])=[CH:13][CH:12]=2)[N:3]=1)[CH:20]=[CH2:21]. The yield is 0.870. (5) The reactants are [Cl:1][C:2]1[C:3]([C:28]2[C:36]3[C:31](=[CH:32][CH:33]=[CH:34][CH:35]=3)[N:30]([S:37]([C:40]3[CH:45]=[CH:44][CH:43]=[CH:42][CH:41]=3)(=[O:39])=[O:38])[CH:29]=2)=[N:4][C:5]([NH:8][C:9]2[CH:14]=[CH:13][C:12]([NH:15][CH2:16][C:17]3[CH:22]=[CH:21][C:20]([O:23][CH3:24])=[CH:19][CH:18]=3)=[C:11]([N+:25]([O-])=O)[CH:10]=2)=[N:6][CH:7]=1. The catalyst is C1COCC1.CO.[Pd]. The product is [Cl:1][C:2]1[C:3]([C:28]2[C:36]3[C:31](=[CH:32][CH:33]=[CH:34][CH:35]=3)[N:30]([S:37]([C:40]3[CH:41]=[CH:42][CH:43]=[CH:44][CH:45]=3)(=[O:39])=[O:38])[CH:29]=2)=[N:4][C:5]([NH:8][C:9]2[CH:10]=[C:11]([NH2:25])[C:12]([NH:15][CH2:16][C:17]3[CH:18]=[CH:19][C:20]([O:23][CH3:24])=[CH:21][CH:22]=3)=[CH:13][CH:14]=2)=[N:6][CH:7]=1. The yield is 0.570. (6) The reactants are I[C:2]1[C:10]2[O:9][CH:8]=[CH:7][C:6]=2[CH:5]=[C:4]([N+:11]([O-:13])=[O:12])[CH:3]=1.CC1(C)C2C(=C(P(C3C=CC=CC=3)C3C=CC=CC=3)C=CC=2)OC2C(P(C3C=CC=CC=3)C3C=CC=CC=3)=CC=CC1=2.CC(C)([O-])C.[Na+].[F:62][C:63]([F:71])([F:70])[CH:64]1[CH2:69][NH:68][CH2:67][CH2:66][NH:65]1. The catalyst is C1C=CC(/C=C/C(/C=C/C2C=CC=CC=2)=O)=CC=1.C1C=CC(/C=C/C(/C=C/C2C=CC=CC=2)=O)=CC=1.C1C=CC(/C=C/C(/C=C/C2C=CC=CC=2)=O)=CC=1.[Pd].[Pd].C1(C)C(C)=CC=CC=1. The product is [N+:11]([C:4]1[CH:3]=[C:2]([N:68]2[CH2:67][CH2:66][NH:65][CH:64]([C:63]([F:71])([F:70])[F:62])[CH2:69]2)[C:10]2[O:9][CH:8]=[CH:7][C:6]=2[CH:5]=1)([O-:13])=[O:12]. The yield is 0.440.